This data is from Full USPTO retrosynthesis dataset with 1.9M reactions from patents (1976-2016). The task is: Predict the reactants needed to synthesize the given product. Given the product [CH2:1]([C:3]1([CH3:12])[O:4][C:5](=[O:11])[C:6]([CH3:13])([CH3:10])[C:7](=[O:9])[O:8]1)[CH3:2], predict the reactants needed to synthesize it. The reactants are: [CH2:1]([C:3]1([CH3:12])[O:8][C:7](=[O:9])[CH:6]([CH3:10])[C:5](=[O:11])[O:4]1)[CH3:2].[CH3:13]N(C)C=O.C(=O)([O-])[O-].[K+].[K+].CI.